Dataset: Catalyst prediction with 721,799 reactions and 888 catalyst types from USPTO. Task: Predict which catalyst facilitates the given reaction. (1) Reactant: [CH2:1]1[C:9]2[C:4](=[CH:5][CH:6]=[CH:7][CH:8]=2)[CH2:3][CH:2]1[O:10][C:11]1[C:16]([C:17]2[CH:18]=[C:19]3[C:23](=[CH:24][CH:25]=2)[N:22]([CH3:26])[N:21]=[CH:20]3)=[CH:15][C:14]([CH2:27][CH2:28][C:29]([O:31][CH3:32])=[O:30])=[C:13](OS(C(F)(F)F)(=O)=O)[CH:12]=1.C(=O)([O-])[O-].[Na+].[Na+].O.C(OCC)(=O)C.[CH3:54][N:55](C)C(=O)C. Product: [CH2:1]1[C:9]2[C:4](=[CH:5][CH:6]=[CH:7][CH:8]=2)[CH2:3][CH:2]1[O:10][C:11]1[C:16]([C:17]2[CH:18]=[C:19]3[C:23](=[CH:24][CH:25]=2)[N:22]([CH3:26])[N:21]=[CH:20]3)=[CH:15][C:14]([CH2:27][CH2:28][C:29]([O:31][CH3:32])=[O:30])=[C:13]([C:54]#[N:55])[CH:12]=1. The catalyst class is: 167. (2) Reactant: FC(S(O[C:9]1[CH2:10][CH2:11][C:12]([C:20]2[CH:25]=[CH:24][CH:23]=[C:22]([F:26])[C:21]=2[CH3:27])([C:16]([O:18]C)=[O:17])[CH2:13][CH2:14][CH:15]=1)(=O)=O)(F)C.[CH:28]([O-])=O.[NH4+]. Product: [CH3:28][CH:13]1[CH2:14][CH2:15][CH2:9][CH2:10][CH2:11][C:12]1([C:20]1[CH:25]=[CH:24][CH:23]=[C:22]([F:26])[C:21]=1[CH3:27])[C:16]([OH:18])=[O:17]. The catalyst class is: 29. (3) Reactant: CSC.B.[C:5]([CH2:8][C:9]1[C:10]([Cl:18])=[C:11]([CH:15]=[CH:16][CH:17]=1)[C:12](O)=[O:13])(O)=[O:6]. Product: [Cl:18][C:10]1[C:11]([CH2:12][OH:13])=[CH:15][CH:16]=[CH:17][C:9]=1[CH2:8][CH2:5][OH:6]. The catalyst class is: 1. (4) Reactant: [Br:1][C:2]1[CH:3]=[N:4][C:5](Cl)=[C:6]([CH:10]=1)[C:7]([OH:9])=[O:8].[OH:12][CH2:13][CH2:14][NH:15][C:16](=[O:18])[CH3:17].CC(C)([O-])C.[K+]. Product: [C:16]([NH:15][CH2:14][CH2:13][O:12][C:5]1[N:4]=[CH:3][C:2]([Br:1])=[CH:10][C:6]=1[C:7]([OH:9])=[O:8])(=[O:18])[CH3:17]. The catalyst class is: 107. (5) Reactant: [Si:1]([O:8][CH2:9][C:10]1[N:14]2[C:15](=[O:42])[N:16]([CH:18]3[CH2:23][CH2:22][N:21]([C:24]([C@H:26]([NH:31]C(=O)OCC4C=CC=CC=4)[C:27]([CH3:30])([CH3:29])[CH3:28])=[O:25])[CH2:20][CH2:19]3)[CH2:17][C:13]2=[CH:12][N:11]=1)([C:4]([CH3:7])([CH3:6])[CH3:5])([CH3:3])[CH3:2]. Product: [NH2:31][C@H:26]([C:27]([CH3:30])([CH3:29])[CH3:28])[C:24]([N:21]1[CH2:22][CH2:23][CH:18]([N:16]2[CH2:17][C:13]3=[CH:12][N:11]=[C:10]([CH2:9][O:8][Si:1]([C:4]([CH3:5])([CH3:6])[CH3:7])([CH3:2])[CH3:3])[N:14]3[C:15]2=[O:42])[CH2:19][CH2:20]1)=[O:25]. The catalyst class is: 129. (6) Reactant: [CH3:1][N:2]1[C:11]2[C:6](=[CH:7][C:8]([N+:12]([O-])=O)=[CH:9][CH:10]=2)[CH2:5][CH2:4][C:3]1=[O:15].[H][H]. Product: [NH2:12][C:8]1[CH:7]=[C:6]2[C:11](=[CH:10][CH:9]=1)[N:2]([CH3:1])[C:3](=[O:15])[CH2:4][CH2:5]2. The catalyst class is: 29. (7) Product: [Br:1][C:2]1[N:3]=[CH:4][C:5]2[C:10]([CH:11]=1)=[CH:9][N:8]([CH2:18][C:17]1[CH:16]=[C:15]([CH:22]=[CH:21][CH:20]=1)[C:13]#[N:14])[C:7](=[O:12])[CH:6]=2. Reactant: [Br:1][C:2]1[CH:11]=[C:10]2[C:5]([CH:6]=[C:7]([OH:12])[N:8]=[CH:9]2)=[CH:4][N:3]=1.[C:13]([C:15]1[CH:16]=[C:17]([CH:20]=[CH:21][CH:22]=1)[CH2:18]Br)#[N:14].C(=O)([O-])[O-].[Cs+].[Cs+]. The catalyst class is: 9.